From a dataset of Full USPTO retrosynthesis dataset with 1.9M reactions from patents (1976-2016). Predict the reactants needed to synthesize the given product. (1) Given the product [Cl:1][C:2]1[CH:3]=[C:4]2[C:8](=[CH:9][CH:10]=1)[C:7](=[O:11])[C:6]([OH:20])([C:12]([O:14][CH3:15])=[O:13])[CH2:5]2, predict the reactants needed to synthesize it. The reactants are: [Cl:1][C:2]1[CH:3]=[C:4]2[C:8](=[CH:9][CH:10]=1)[C:7](=[O:11])[CH:6]([C:12]([O:14][CH3:15])=[O:13])[CH2:5]2.C([O:20]O)(C)(C)C. (2) Given the product [C:13]([O:12][C:11](=[O:17])[N:10]([C:9]1[N:8]2[N:27]=[CH:28][CH:29]=[C:7]2[N:6]=[C:5]([Cl:30])[C:4]=1[CH2:1][CH2:2][CH2:3][OH:35])[C:18]1[CH:19]=[CH:20][C:21]([O:24][CH2:25][CH3:26])=[CH:22][CH:23]=1)([CH3:15])([CH3:14])[CH3:16], predict the reactants needed to synthesize it. The reactants are: [CH2:1]([C:4]1[C:5]([Cl:30])=[N:6][C:7]2[N:8]([N:27]=[CH:28][CH:29]=2)[C:9]=1[N:10]([C:18]1[CH:23]=[CH:22][C:21]([O:24][CH2:25][CH3:26])=[CH:20][CH:19]=1)[C:11](=[O:17])[O:12][C:13]([CH3:16])([CH3:15])[CH3:14])[CH:2]=[CH2:3].CSC.B.[OH-:35].[Na+].OO.